Dataset: Peptide-MHC class I binding affinity with 185,985 pairs from IEDB/IMGT. Task: Regression. Given a peptide amino acid sequence and an MHC pseudo amino acid sequence, predict their binding affinity value. This is MHC class I binding data. (1) The peptide sequence is IVTDSQYAL. The MHC is HLA-A01:01 with pseudo-sequence HLA-A01:01. The binding affinity (normalized) is 0. (2) The peptide sequence is TSCLETMEV. The MHC is Mamu-A01 with pseudo-sequence Mamu-A01. The binding affinity (normalized) is 0.164. (3) The MHC is HLA-A02:19 with pseudo-sequence HLA-A02:19. The binding affinity (normalized) is 0.0847. The peptide sequence is GVDGLGVSV. (4) The peptide sequence is KALGPAATL. The MHC is HLA-B15:03 with pseudo-sequence HLA-B15:03. The binding affinity (normalized) is 0.514. (5) The peptide sequence is TTTDGYAHV. The MHC is HLA-A03:01 with pseudo-sequence HLA-A03:01. The binding affinity (normalized) is 0.0847.